Dataset: Blood-brain barrier permeability classification from the B3DB database. Task: Regression/Classification. Given a drug SMILES string, predict its absorption, distribution, metabolism, or excretion properties. Task type varies by dataset: regression for continuous measurements (e.g., permeability, clearance, half-life) or binary classification for categorical outcomes (e.g., BBB penetration, CYP inhibition). Dataset: b3db_classification. (1) The molecule is CNC(C)CCC=C(C)C. The result is 1 (penetrates BBB). (2) The molecule is CN1C(CSCC(F)(F)F)Nc2cc(Cl)c(S(N)(=O)=O)cc2S1(=O)=O. The result is 0 (does not penetrate BBB). (3) The molecule is CN1CCCC(CC2c3ccccc3Sc3ccccc32)C1. The result is 1 (penetrates BBB). (4) The compound is C[C@@H](c1noc2ccc(Cl)cc12)n1ccnc1. The result is 1 (penetrates BBB).